From a dataset of Full USPTO retrosynthesis dataset with 1.9M reactions from patents (1976-2016). Predict the reactants needed to synthesize the given product. (1) Given the product [CH2:18]([O:17][N:10]1[C:11]2[C:16](=[CH:15][CH:14]=[CH:13][N:12]=2)[C:7]([C:50]([OH:51])=[O:45])=[CH:8][C:9]1=[O:25])[C:19]1[CH:24]=[CH:23][CH:22]=[CH:21][CH:20]=1, predict the reactants needed to synthesize it. The reactants are: FC(F)(F)S(O[C:7]1[C:16]2[C:11](=[N:12][CH:13]=[CH:14][CH:15]=2)[N:10]([O:17][CH2:18][C:19]2[CH:24]=[CH:23][CH:22]=[CH:21][CH:20]=2)[C:9](=[O:25])[CH:8]=1)(=O)=O.C1(CNCC2CCCCC2)CCCCC1.N#N.[OH-:45].[Na+].CN([CH:50]=[O:51])C. (2) Given the product [OH:36][C@H:37]1[CH2:42][CH2:41][C@@:40]([C@H:44]2[CH2:52][CH2:51][C@@:50]3([CH3:53])[C@@H:46]([CH2:47][CH2:48][C@:49]3([C:55]3[S:56][CH:57]=[CH:58][N:59]=3)[OH:54])[C@@H:45]2[CH2:60][OH:61])([CH3:43])[C@@H:39]([CH2:62][OH:63])[CH2:38]1, predict the reactants needed to synthesize it. The reactants are: CCCC[N+](CCCC)(CCCC)CCCC.[F-].[Si]([O:36][C@H:37]1[CH2:42][CH2:41][C@@:40]([C@H:44]2[CH2:52][CH2:51][C@@:50]3([CH3:53])[C@@H:46]([CH2:47][CH2:48][C@:49]3([C:55]3[S:56][CH:57]=[CH:58][N:59]=3)[OH:54])[C@@H:45]2[CH2:60][OH:61])([CH3:43])[C@@H:39]([CH2:62][OH:63])[CH2:38]1)(C(C)(C)C)(C1C=CC=CC=1)C1C=CC=CC=1. (3) Given the product [I-:18].[CH3:1][O:2][C:3]1[CH:4]=[C:5]([C:12]2[CH:17]=[CH:16][N+:15]([CH2:19][CH2:20][CH3:21])=[CH:14][CH:13]=2)[CH:6]=[CH:7][C:8]=1[N+:9]([O-:11])=[O:10], predict the reactants needed to synthesize it. The reactants are: [CH3:1][O:2][C:3]1[CH:4]=[C:5]([C:12]2[CH:17]=[CH:16][N:15]=[CH:14][CH:13]=2)[CH:6]=[CH:7][C:8]=1[N+:9]([O-:11])=[O:10].[I:18][CH2:19][CH2:20][CH3:21]. (4) Given the product [CH3:23][N:22]1[C:18]([C:9]2[CH:10]=[CH:11][C:12]([NH2:13])=[CH:14][CH:15]=2)=[CH:19][N:20]=[C:21]1[CH3:24], predict the reactants needed to synthesize it. The reactants are: CC1(C)C(C)(C)OB([C:9]2[CH:15]=[CH:14][C:12]([NH2:13])=[CH:11][CH:10]=2)O1.Br[C:18]1[N:22]([CH3:23])[C:21]([CH3:24])=[N:20][CH:19]=1.[F-].[Cs+].